The task is: Predict the reactants needed to synthesize the given product.. This data is from Full USPTO retrosynthesis dataset with 1.9M reactions from patents (1976-2016). Given the product [Br:1][C:2]1[CH:9]=[CH:8][C:5]([CH2:6][NH2:7])=[C:4]([Cl:10])[CH:3]=1, predict the reactants needed to synthesize it. The reactants are: [Br:1][C:2]1[CH:9]=[CH:8][C:5]([C:6]#[N:7])=[C:4]([Cl:10])[CH:3]=1.[H-].[Al+3].[H-].[H-].Cl.